This data is from Full USPTO retrosynthesis dataset with 1.9M reactions from patents (1976-2016). The task is: Predict the reactants needed to synthesize the given product. (1) Given the product [NH:22]1[C:23]2[C:19](=[CH:18][CH:17]=[CH:16][C:15]=2[NH:14][C:2]2[C:7]([C:8]#[N:9])=[CH:6][N:5]=[C:4]3[S:10][C:11]([I:13])=[CH:12][C:3]=23)[CH:20]=[CH:21]1, predict the reactants needed to synthesize it. The reactants are: Cl[C:2]1[C:7]([C:8]#[N:9])=[CH:6][N:5]=[C:4]2[S:10][C:11]([I:13])=[CH:12][C:3]=12.[NH2:14][C:15]1[CH:16]=[CH:17][CH:18]=[C:19]2[C:23]=1[NH:22][CH:21]=[CH:20]2. (2) Given the product [Cl:37][C:25]1[CH:24]=[C:23]([NH:22][C:14]2[C:13]3[C:18](=[CH:19][CH:20]=[CH:21][C:12]=3[O:11][C@@H:10]([CH3:38])[CH2:9][NH:8][C:4](=[O:5])[CH2:3][N:2]([CH3:7])[CH3:1])[N:17]=[CH:16][N:15]=2)[CH:28]=[CH:27][C:26]=1[O:29][CH2:30][C:31]1[CH:36]=[CH:35][CH:34]=[CH:33][N:32]=1, predict the reactants needed to synthesize it. The reactants are: [CH3:1][N:2]([CH3:7])[CH2:3][C:4](O)=[O:5].[NH2:8][CH2:9][C@H:10]([CH3:38])[O:11][C:12]1[CH:21]=[CH:20][CH:19]=[C:18]2[C:13]=1[C:14]([NH:22][C:23]1[CH:28]=[CH:27][C:26]([O:29][CH2:30][C:31]3[CH:36]=[CH:35][CH:34]=[CH:33][N:32]=3)=[C:25]([Cl:37])[CH:24]=1)=[N:15][CH:16]=[N:17]2. (3) The reactants are: C([C@H]1CCC(=O)N1CCCCCCC(OC)=O)=O.[OH:19][CH2:20][C@H:21]1[CH2:25][CH2:24][C:23](=[O:26])[N:22]1[CH2:27]/[CH:28]=[CH:29]\[C:30]1[S:34][C:33]([C:35]([O:37][CH3:38])=[O:36])=[CH:32][CH:31]=1. Given the product [CH:20]([C@H:21]1[CH2:25][CH2:24][C:23](=[O:26])[N:22]1[CH2:27]/[CH:28]=[CH:29]\[C:30]1[S:34][C:33]([C:35]([O:37][CH3:38])=[O:36])=[CH:32][CH:31]=1)=[O:19], predict the reactants needed to synthesize it.